This data is from Full USPTO retrosynthesis dataset with 1.9M reactions from patents (1976-2016). The task is: Predict the reactants needed to synthesize the given product. The reactants are: [Si:1](Cl)([C:4]([CH3:7])([CH3:6])[CH3:5])([CH3:3])[CH3:2].[C:9]([C@@:11]1([OH:27])[C@@H:15]([CH2:16][OH:17])[O:14][C@@H:13]([N:18]2[CH:25]=[CH:24][C:22]([NH2:23])=[N:21][C:19]2=[O:20])[C@@H:12]1[OH:26])#[CH:10].N1C=CN=C1. Given the product [Si:1]([O:17][CH2:16][C@H:15]1[O:14][C@@H:13]([N:18]2[CH:25]=[CH:24][C:22]([NH2:23])=[N:21][C:19]2=[O:20])[C@H:12]([OH:26])[C@:11]1([C:9]#[CH:10])[OH:27])([C:4]([CH3:7])([CH3:6])[CH3:5])([CH3:3])[CH3:2], predict the reactants needed to synthesize it.